Dataset: Catalyst prediction with 721,799 reactions and 888 catalyst types from USPTO. Task: Predict which catalyst facilitates the given reaction. (1) Reactant: [Br:1][C:2]1[CH:7]=[CH:6][C:5]([NH:8][C:9]([CH3:13])([CH3:12])[CH2:10][OH:11])=[C:4]([N+:14]([O-:16])=[O:15])[CH:3]=1.[C:17]1([CH3:37])[CH:22]=[CH:21][C:20]([S:23](O[S:23]([C:20]2[CH:21]=[CH:22][C:17]([CH3:37])=[CH:18][CH:19]=2)(=[O:25])=[O:24])(=[O:25])=[O:24])=[CH:19][CH:18]=1.N1C=CC=CC=1.O.C(Cl)Cl. Product: [Br:1][C:2]1[CH:7]=[CH:6][C:5]([NH:8][C:9]([CH3:13])([CH3:12])[CH2:10][O:11][S:23]([C:20]2[CH:21]=[CH:22][C:17]([CH3:37])=[CH:18][CH:19]=2)(=[O:25])=[O:24])=[C:4]([N+:14]([O-:16])=[O:15])[CH:3]=1. The catalyst class is: 154. (2) Reactant: C[O:2][C:3](=[O:39])[C@@H:4]([N:12]([CH2:27][C:28]1[CH:33]=[CH:32][C:31]([CH2:34][CH2:35][CH2:36][CH2:37][CH3:38])=[CH:30][CH:29]=1)[C:13](=[O:26])[CH:14]=[CH:15][C:16]1[CH:21]=[CH:20][C:19]([C:22]([F:25])([F:24])[F:23])=[CH:18][CH:17]=1)[CH2:5][C:6]1[CH:11]=[CH:10][CH:9]=[CH:8][CH:7]=1.C(O)(=O)CC(CC(O)=O)(C(O)=O)O. Product: [CH2:34]([C:31]1[CH:32]=[CH:33][C:28]([CH2:27][N:12]([C:13](=[O:26])[CH:14]=[CH:15][C:16]2[CH:17]=[CH:18][C:19]([C:22]([F:24])([F:25])[F:23])=[CH:20][CH:21]=2)[C@@H:4]([CH2:5][C:6]2[CH:11]=[CH:10][CH:9]=[CH:8][CH:7]=2)[C:3]([OH:39])=[O:2])=[CH:29][CH:30]=1)[CH2:35][CH2:36][CH2:37][CH3:38]. The catalyst class is: 5.